Task: Predict the reactants needed to synthesize the given product.. Dataset: Full USPTO retrosynthesis dataset with 1.9M reactions from patents (1976-2016) (1) Given the product [F:33][C:2]([F:1])([F:32])[C:3]1[CH:4]=[C:5]([C@H:13]([O:15][C@H:16]2[O:24][CH2:23][C@@H:19]3[CH2:20][N:21]([C:36]4[CH2:41][N:40]([CH3:42])[CH2:39][C:38](=[O:43])[CH:37]=4)[CH2:22][C@H:18]3[C@@H:17]2[C:25]2[CH:30]=[CH:29][CH:28]=[CH:27][C:26]=2[CH3:31])[CH3:14])[CH:6]=[C:7]([C:9]([F:10])([F:11])[F:12])[CH:8]=1, predict the reactants needed to synthesize it. The reactants are: [F:1][C:2]([F:33])([F:32])[C:3]1[CH:4]=[C:5]([C@H:13]([O:15][C@H:16]2[O:24][CH2:23][C@@H:19]3[CH2:20][NH:21][CH2:22][C@H:18]3[C@@H:17]2[C:25]2[CH:30]=[CH:29][CH:28]=[CH:27][C:26]=2[CH3:31])[CH3:14])[CH:6]=[C:7]([C:9]([F:12])([F:11])[F:10])[CH:8]=1.CO[C:36]1[CH2:41][N:40]([CH3:42])[CH2:39][C:38](=[O:43])[CH:37]=1. (2) The reactants are: Br[C:2]1[C:3]([N:22]([CH3:27])[S:23]([CH3:26])(=[O:25])=[O:24])=[CH:4][C:5]2[O:9][C:8]([C:10]3[CH:15]=[CH:14][C:13]([F:16])=[CH:12][CH:11]=3)=[C:7]([C:17]([NH:19][CH3:20])=[O:18])[C:6]=2[CH:21]=1.[N:28]1[CH:33]=[CH:32][CH:31]=[C:30](B(O)O)[CH:29]=1.[O-]P([O-])([O-])=O.[K+].[K+].[K+]. Given the product [F:16][C:13]1[CH:14]=[CH:15][C:10]([C:8]2[O:9][C:5]3[CH:4]=[C:3]([N:22]([CH3:27])[S:23]([CH3:26])(=[O:25])=[O:24])[C:2]([C:30]4[CH:29]=[N:28][CH:33]=[CH:32][CH:31]=4)=[CH:21][C:6]=3[C:7]=2[C:17]([NH:19][CH3:20])=[O:18])=[CH:11][CH:12]=1, predict the reactants needed to synthesize it. (3) Given the product [CH3:18][C:19]1[N:20]=[C:21]([N:29]2[CH2:33][CH2:32][N:31]([CH2:10][CH2:11][C:12]3[CH:17]=[CH:16][CH:15]=[CH:14][CH:13]=3)[C:30]2=[O:34])[S:22][C:23]=1[C:24]([O:26][CH2:27][CH3:28])=[O:25], predict the reactants needed to synthesize it. The reactants are: C(Br)C1C=CC=CC=1.I[CH2:10][CH2:11][C:12]1[CH:17]=[CH:16][CH:15]=[CH:14][CH:13]=1.[CH3:18][C:19]1[N:20]=[C:21]([N:29]2[CH2:33][CH2:32][NH:31][C:30]2=[O:34])[S:22][C:23]=1[C:24]([O:26][CH2:27][CH3:28])=[O:25]. (4) Given the product [F:1][C:2]1[CH:3]=[C:4]([O:9][CH2:15][C:14]2[CH:17]=[CH:18][C:11]([F:10])=[CH:12][CH:13]=2)[CH:5]=[C:6]([F:8])[CH:7]=1, predict the reactants needed to synthesize it. The reactants are: [F:1][C:2]1[CH:3]=[C:4]([OH:9])[CH:5]=[C:6]([F:8])[CH:7]=1.[F:10][C:11]1[CH:18]=[CH:17][C:14]([CH2:15]Br)=[CH:13][CH:12]=1.C(=O)([O-])[O-].[K+].[K+]. (5) Given the product [Cl:1][C:2]1[CH:3]=[N:4][N:5]([CH3:16])[C:6]=1[C:18]1[CH:19]=[C:20]2[CH2:26][N:25]([C@@H:27]([CH2:40][C:41]3[CH:46]=[CH:45][CH:44]=[C:43]([F:47])[CH:42]=3)[CH2:28][N:29]3[C:37](=[O:38])[C:36]4[C:31](=[CH:32][CH:33]=[CH:34][CH:35]=4)[C:30]3=[O:39])[C:24](=[O:48])[C:21]2=[N:22][CH:23]=1, predict the reactants needed to synthesize it. The reactants are: [Cl:1][C:2]1[CH:3]=[N:4][N:5]([CH3:16])[C:6]=1B1OC(C)(C)C(C)(C)O1.Br[C:18]1[CH:19]=[C:20]2[CH2:26][N:25]([C@@H:27]([CH2:40][C:41]3[CH:46]=[CH:45][CH:44]=[C:43]([F:47])[CH:42]=3)[CH2:28][N:29]3[C:37](=[O:38])[C:36]4[C:31](=[CH:32][CH:33]=[CH:34][CH:35]=4)[C:30]3=[O:39])[C:24](=[O:48])[C:21]2=[N:22][CH:23]=1.C(N(CC)C(C)C)(C)C.O1CCOCC1.O. (6) Given the product [Br:1][C:2]1[CH:3]=[C:4]([CH:14]=[O:15])[C:5]([C:8]2[CH:13]=[CH:12][CH:11]=[CH:10][CH:9]=2)=[CH:6][CH:7]=1, predict the reactants needed to synthesize it. The reactants are: [Br:1][C:2]1[CH:7]=[CH:6][C:5]([C:8]2[CH:13]=[CH:12][CH:11]=[CH:10][CH:9]=2)=[C:4]([CH2:14][OH:15])[CH:3]=1. (7) Given the product [F:32][CH:31]([F:33])[O:30][C:26]1[CH:25]=[C:24]([CH:29]=[CH:28][CH:27]=1)[C:23]([NH:22][C:17]1[CH:18]=[CH:19][C:20]([CH3:21])=[C:15]([NH:14][C:10]2[N:9]=[C:8]([C:5]3[CH:6]=[N:7][C:2]([NH:35][CH2:36][CH2:37][OH:38])=[CH:3][CH:4]=3)[CH:13]=[CH:12][N:11]=2)[CH:16]=1)=[O:34], predict the reactants needed to synthesize it. The reactants are: Cl[C:2]1[N:7]=[CH:6][C:5]([C:8]2[CH:13]=[CH:12][N:11]=[C:10]([NH:14][C:15]3[CH:16]=[C:17]([NH:22][C:23](=[O:34])[C:24]4[CH:29]=[CH:28][CH:27]=[C:26]([O:30][CH:31]([F:33])[F:32])[CH:25]=4)[CH:18]=[CH:19][C:20]=3[CH3:21])[N:9]=2)=[CH:4][CH:3]=1.[NH2:35][CH2:36][CH2:37][OH:38].